This data is from Catalyst prediction with 721,799 reactions and 888 catalyst types from USPTO. The task is: Predict which catalyst facilitates the given reaction. (1) Reactant: C([Si](C1C=CC=CC=1)(C1C=CC=CC=1)[O:6][CH:7]1[CH2:11][CH:10]([N:12]2[CH:20]=[N:19][C:18]3[C:13]2=[N:14][C:15]([NH2:22])=[N:16][C:17]=3[Cl:21])[C:9](=[CH2:23])[CH:8]1[CH2:24][O:25][C:26]([C:39]1[CH:44]=[CH:43][CH:42]=[CH:41][CH:40]=1)([C:33]1[CH:38]=[CH:37][CH:36]=[CH:35][CH:34]=1)[C:27]1[CH:32]=[CH:31][CH:30]=[CH:29][CH:28]=1)(C)(C)C.[F-].C([N+](CCCC)(CCCC)CCCC)CCC. Product: [NH2:22][C:15]1[N:16]=[C:17]([Cl:21])[CH:18]2[CH:13]([N:14]=1)[N:12]([CH:10]1[CH2:11][CH:7]([OH:6])[CH:8]([CH2:24][O:25][C:26]([C:39]3[CH:44]=[CH:43][CH:42]=[CH:41][CH:40]=3)([C:27]3[CH:28]=[CH:29][CH:30]=[CH:31][CH:32]=3)[C:33]3[CH:38]=[CH:37][CH:36]=[CH:35][CH:34]=3)[C:9]1=[CH2:23])[CH:20]=[N:19]2. The catalyst class is: 83. (2) Reactant: [NH2:1][C:2]1[S:3][C@:4]2([C:28]([O:30]C)=[O:29])[C@H:6]([C@:7]([C:10]3[CH:15]=[C:14]([NH:16][C:17](=[O:25])[C:18]4[CH:23]=[CH:22][C:21]([Cl:24])=[CH:20][N:19]=4)[CH:13]=[C:12]([F:26])[C:11]=3[F:27])([CH3:9])[N:8]=1)[CH2:5]2.O.[OH-].[Li+:34].O. Product: [NH2:1][C:2]1[S:3][C@:4]2([C:28]([O-:30])=[O:29])[C@H:6]([C@:7]([C:10]3[CH:15]=[C:14]([NH:16][C:17](=[O:25])[C:18]4[CH:23]=[CH:22][C:21]([Cl:24])=[CH:20][N:19]=4)[CH:13]=[C:12]([F:26])[C:11]=3[F:27])([CH3:9])[N:8]=1)[CH2:5]2.[Li+:34]. The catalyst class is: 36. (3) Reactant: C(S[C:9]([CH2:11][C:12]1[O:16][C:15]([C:17]([O:19][CH2:20][CH3:21])=[O:18])=[CH:14][CH:13]=1)=[NH:10])C1C=CC=CC=1.[NH2:22][CH:23]([C:27]#[N:28])[C:24]([NH2:26])=[O:25].C(=O)([O-])O.[Na+]. Product: [NH2:28][C:27]1[NH:10][C:9]([CH2:11][C:12]2[O:16][C:15]([C:17]([O:19][CH2:20][CH3:21])=[O:18])=[CH:14][CH:13]=2)=[N:22][C:23]=1[C:24](=[O:25])[NH2:26]. The catalyst class is: 5. (4) Reactant: [OH-].[NH4+:2].Cl[C:4]1[C:9]([I:10])=[CH:8][N:7]=[C:6]([C:11]([F:14])([F:13])[F:12])[CH:5]=1. Product: [I:10][C:9]1[C:4]([NH2:2])=[CH:5][C:6]([C:11]([F:14])([F:13])[F:12])=[N:7][CH:8]=1. The catalyst class is: 550. (5) Reactant: [F:1][C:2]1[CH:3]=[C:4]([C@@:9]2([OH:25])[CH2:14][CH2:13][N:12]([C:15]([O:17][C:18]([CH3:21])([CH3:20])[CH3:19])=[O:16])[CH2:11][C@@H:10]2/[CH:22]=[N:23]/[OH:24])[CH:5]=[CH:6][C:7]=1[F:8].CC1C=CC(S(NCl)(=O)=O)=CC=1.[Cl:38][C:39]#[C:40][C:41]1[CH:46]=[CH:45][CH:44]=[CH:43][C:42]=1[CH2:47][CH2:48][NH:49][C:50](=[O:59])[O:51][CH2:52][C:53]1[CH:58]=[CH:57][CH:56]=[CH:55][CH:54]=1. Product: [CH2:52]([O:51][C:50]([NH:49][CH2:48][CH2:47][C:42]1[CH:43]=[CH:44][CH:45]=[CH:46][C:41]=1[C:40]1[O:24][N:23]=[C:22]([C@@H:10]2[C@:9]([C:4]3[CH:5]=[CH:6][C:7]([F:8])=[C:2]([F:1])[CH:3]=3)([OH:25])[CH2:14][CH2:13][N:12]([C:15]([O:17][C:18]([CH3:21])([CH3:19])[CH3:20])=[O:16])[CH2:11]2)[C:39]=1[Cl:38])=[O:59])[C:53]1[CH:54]=[CH:55][CH:56]=[CH:57][CH:58]=1. The catalyst class is: 5. (6) Reactant: [NH2:1][S:2]([C:5]1[CH:10]=[CH:9][C:8]([N:11]2[C:15]([C:16]3[CH:21]=[CH:20][C:19]([Cl:22])=[CH:18][CH:17]=3)=[CH:14][C:13]([C:23](O)=[O:24])=[N:12]2)=[CH:7][CH:6]=1)(=[O:4])=[O:3].O1CCCC1.CO. Product: [Cl:22][C:19]1[CH:18]=[CH:17][C:16]([C:15]2[N:11]([C:8]3[CH:7]=[CH:6][C:5]([S:2]([NH2:1])(=[O:4])=[O:3])=[CH:10][CH:9]=3)[N:12]=[C:13]([CH2:23][OH:24])[CH:14]=2)=[CH:21][CH:20]=1. The catalyst class is: 13.